From a dataset of Peptide-MHC class II binding affinity with 134,281 pairs from IEDB. Regression. Given a peptide amino acid sequence and an MHC pseudo amino acid sequence, predict their binding affinity value. This is MHC class II binding data. The peptide sequence is YQVTYIVRGSGRVQV. The MHC is DRB1_0301 with pseudo-sequence DRB1_0301. The binding affinity (normalized) is 0.280.